From a dataset of Full USPTO retrosynthesis dataset with 1.9M reactions from patents (1976-2016). Predict the reactants needed to synthesize the given product. (1) The reactants are: [OH:1][C:2]1[CH:32]=[CH:31][CH:30]=[CH:29][C:3]=1[CH2:4][NH:5][C:6]1[C:7]2[N:8]=[CH:9][N:10]([C:25]=2[N:26]=[CH:27][N:28]=1)[C@@H:11]1[O:21][C@H:15]([CH:16](C(=O)C)[OH:17])[C@@:13](C(=O)C)([OH:14])[CH2:12]1.CO.N. Given the product [OH:1][C:2]1[CH:32]=[CH:31][CH:30]=[CH:29][C:3]=1[CH2:4][NH:5][C:6]1[C:7]2[N:8]=[CH:9][N:10]([C:25]=2[N:26]=[CH:27][N:28]=1)[C@@H:11]1[O:21][C@H:15]([CH2:16][OH:17])[C@@H:13]([OH:14])[CH2:12]1, predict the reactants needed to synthesize it. (2) Given the product [C:1]([C:5]1[CH:10]=[CH:9][CH:8]=[CH:7][C:6]=1[N:11]1[CH2:12][CH2:13][N:14]([C:17]([C:19]2[CH:20]=[CH:21][C:22]([O:23][CH2:24][CH:25]3[CH2:30][CH2:29][NH:28][CH2:27][CH2:26]3)=[CH:38][CH:39]=2)=[O:18])[CH2:15][CH2:16]1)([CH3:4])([CH3:2])[CH3:3], predict the reactants needed to synthesize it. The reactants are: [C:1]([C:5]1[CH:10]=[CH:9][CH:8]=[CH:7][C:6]=1[N:11]1[CH2:16][CH2:15][N:14]([C:17]([C:19]2[CH:39]=[CH:38][C:22]([O:23][CH2:24][CH:25]3[CH2:30][CH2:29][N:28](C(OC(C)(C)C)=O)[CH2:27][CH2:26]3)=[CH:21][CH:20]=2)=[O:18])[CH2:13][CH2:12]1)([CH3:4])([CH3:3])[CH3:2].C(OC(=O)C)C.Cl. (3) Given the product [Cl-:33].[O:6]=[C:5]([NH:7][CH2:8][CH2:9][C:10]1[C:18]2[C:13](=[CH:14][CH:15]=[CH:16][CH:17]=2)[NH:12][C:11]=1[C:19]1[CH:20]=[CH:21][CH:22]=[CH:23][CH:24]=1)[C@@H:4]([NH3+:1])[CH2:25][CH2:26][CH2:27][CH2:28][CH2:29][C:30](=[O:32])[CH3:31], predict the reactants needed to synthesize it. The reactants are: [N:1]([C@@H:4]([CH2:25][CH2:26][CH2:27][CH2:28][CH2:29][C:30](=[O:32])[CH3:31])[C:5]([NH:7][CH2:8][CH2:9][C:10]1[C:18]2[C:13](=[CH:14][CH:15]=[CH:16][CH:17]=2)[NH:12][C:11]=1[C:19]1[CH:24]=[CH:23][CH:22]=[CH:21][CH:20]=1)=[O:6])=[N+]=[N-].[ClH:33]. (4) The reactants are: [O:1]1[C:5]2[CH:6]=[CH:7][C:8](/[CH:10]=[CH:11]/[C:12]([NH:14][C:15]3[CH:16]=[C:17](/[CH:21]=[CH:22]/[C:23]([OH:25])=O)[CH:18]=[CH:19][CH:20]=3)=[O:13])=[CH:9][C:4]=2[O:3][CH2:2]1.C(OC(Cl)=O)C(C)C.C(N(CC)CC)C.[OH-:41].[K+].Cl.[NH2:44]O. Given the product [O:1]1[C:5]2[CH:6]=[CH:7][C:8](/[CH:10]=[CH:11]/[C:12]([NH:14][C:15]3[CH:20]=[CH:19][CH:18]=[C:17](/[CH:21]=[CH:22]/[C:23]([NH:44][OH:41])=[O:25])[CH:16]=3)=[O:13])=[CH:9][C:4]=2[O:3][CH2:2]1, predict the reactants needed to synthesize it.